From a dataset of HIV replication inhibition screening data with 41,000+ compounds from the AIDS Antiviral Screen. Binary Classification. Given a drug SMILES string, predict its activity (active/inactive) in a high-throughput screening assay against a specified biological target. The compound is CCCCCCCCCCCCCCCC(=O)Nc1ccn(C2CCC(COP(=O)(O)OCC3OC(n4cc(C)c(=O)[nH]c4=O)CC3F)O2)c(=O)n1. The result is 1 (active).